From a dataset of Full USPTO retrosynthesis dataset with 1.9M reactions from patents (1976-2016). Predict the reactants needed to synthesize the given product. (1) Given the product [Br:33][C:31]1[CH:30]=[CH:29][C:28]([CH3:34])=[C:27]([NH:26][C:24]([C:23]2[N:22]=[CH:21][NH:17][C:16]=2[C:15]([NH:14][C:13]2[NH:8][C:9]([CH3:37])=[C:11]([CH3:19])[N:12]=2)=[O:35])=[O:25])[CH:32]=1, predict the reactants needed to synthesize it. The reactants are: BrC1C=CC(C)=C([NH:8][C:9]([C:11]2[N:12]=[CH:13][N:14]3[C:19]=2C(=O)[N:17]2[CH:21]=[N:22][C:23]([C:24]([NH:26][C:27]4[CH:32]=[C:31]([Br:33])[CH:30]=[CH:29][C:28]=4[CH3:34])=[O:25])=[C:16]2[C:15]3=[O:35])=O)C=1.[CH2:37]1COCC1.CC1N=C(N)NC=1C. (2) Given the product [CH3:20][O:19][C:17]1[C:16]([O:21][CH3:22])=[CH:15][C:14]2[C:8]([C:5]3[CH:4]=[CH:3][C:2]([N:28]4[CH:32]=[N:31][CH:30]=[N:29]4)=[CH:7][CH:6]=3)=[N:9][N:10]([C:24]([NH:26][CH3:27])=[O:25])[CH:11]([CH3:23])[CH2:12][C:13]=2[CH:18]=1, predict the reactants needed to synthesize it. The reactants are: Br[C:2]1[CH:7]=[CH:6][C:5]([C:8]2[C:14]3[CH:15]=[C:16]([O:21][CH3:22])[C:17]([O:19][CH3:20])=[CH:18][C:13]=3[CH2:12][CH:11]([CH3:23])[N:10]([C:24]([NH:26][CH3:27])=[O:25])[N:9]=2)=[CH:4][CH:3]=1.[NH:28]1[CH:32]=[N:31][CH:30]=[N:29]1.P([O-])([O-])([O-])=O.[K+].[K+].[K+].CN[C@@H]1CCCC[C@H]1NC. (3) Given the product [Cl:10][C:11]1[CH:12]=[C:13]2[C:18](=[C:19]([C:21]([NH:9][S:6]([CH:3]3[CH2:5][CH2:4]3)(=[O:8])=[O:7])=[O:22])[CH:20]=1)[NH:17][CH:16]([C:24]1[CH:25]=[C:26]([C:30]3[CH:31]=[CH:32][C:33]([N:36]([CH3:38])[CH3:37])=[CH:34][CH:35]=3)[CH:27]=[CH:28][CH:29]=1)[C:15]([CH3:40])([CH3:39])[CH2:14]2, predict the reactants needed to synthesize it. The reactants are: [H-].[Na+].[CH:3]1([S:6]([NH2:9])(=[O:8])=[O:7])[CH2:5][CH2:4]1.[Cl:10][C:11]1[CH:12]=[C:13]2[C:18](=[C:19]([C:21](O)=[O:22])[CH:20]=1)[NH:17][CH:16]([C:24]1[CH:25]=[C:26]([C:30]3[CH:35]=[CH:34][C:33]([N:36]([CH3:38])[CH3:37])=[CH:32][CH:31]=3)[CH:27]=[CH:28][CH:29]=1)[C:15]([CH3:40])([CH3:39])[CH2:14]2.C(N1C=CN=C1)(N1C=CN=C1)=O.